Predict the reaction yield, written as a fraction of the theoretical maximum amount of product (1.0 means a 100% yield; for example, 0.34 means a 34% yield). From a dataset of Reaction yield outcomes from USPTO patents with 853,638 reactions. (1) The reactants are Cl.[F:2][C:3]([F:13])([F:12])[C:4]1[N:5]=[C:6]([C:9]([NH2:11])=[NH:10])[S:7][CH:8]=1.C([O:16][C:17]([C:19]([O:22][C:23]1[CH:28]=[CH:27][CH:26]=[CH:25][CH:24]=1)=[CH:20][O-])=O)C.[Na+].CC[O-].[Na+]. The catalyst is CCO. The product is [O:22]([C:19]1[C:17]([OH:16])=[N:10][C:9]([C:6]2[S:7][CH:8]=[C:4]([C:3]([F:2])([F:12])[F:13])[N:5]=2)=[N:11][CH:20]=1)[C:23]1[CH:28]=[CH:27][CH:26]=[CH:25][CH:24]=1. The yield is 0.810. (2) The reactants are [CH2:1]([N:8]([CH2:38][C:39]1[CH:44]=[CH:43][CH:42]=[CH:41][CH:40]=1)[CH:9]1[CH2:13][CH:12]([C:14](=O)[CH2:15][NH:16][C:17]2[N:18]=[C:19]3[CH:25]=[CH:24][N:23]([S:26]([C:29]4[CH:35]=[CH:34][C:32]([CH3:33])=[CH:31][CH:30]=4)(=[O:28])=[O:27])[C:20]3=[N:21][CH:22]=2)[CH:11]([CH3:37])[CH2:10]1)[C:2]1[CH:7]=[CH:6][CH:5]=[CH:4][CH:3]=1.COC1C=CC(P2(SP(C3C=CC(OC)=CC=3)(=S)S2)=S)=CC=1. The catalyst is O1CCOCC1. The product is [CH2:1]([N:8]([CH2:38][C:39]1[CH:44]=[CH:43][CH:42]=[CH:41][CH:40]=1)[CH:9]1[CH2:13][CH:12]([C:14]2[N:18]3[C:19]4[CH:25]=[CH:24][N:23]([S:26]([C:29]5[CH:35]=[CH:34][C:32]([CH3:33])=[CH:31][CH:30]=5)(=[O:28])=[O:27])[C:20]=4[N:21]=[CH:22][C:17]3=[N:16][CH:15]=2)[CH:11]([CH3:37])[CH2:10]1)[C:2]1[CH:7]=[CH:6][CH:5]=[CH:4][CH:3]=1. The yield is 0.870. (3) The reactants are [CH2:1]([O:8][C:9]1[CH:14]=[CH:13][C:12]([C:15]2[NH:16][CH:17]=[C:18]([CH2:20][OH:21])[N:19]=2)=[C:11]([F:22])[CH:10]=1)[C:2]1[CH:7]=[CH:6][CH:5]=[CH:4][CH:3]=1.C(OCC)(=O)C.CC(C)=O.[Cl:33]N1C(=O)CCC1=O. The catalyst is O1CCCC1.O. The product is [CH2:1]([O:8][C:9]1[CH:14]=[CH:13][C:12]([C:15]2[NH:16][C:17]([Cl:33])=[C:18]([CH2:20][OH:21])[N:19]=2)=[C:11]([F:22])[CH:10]=1)[C:2]1[CH:3]=[CH:4][CH:5]=[CH:6][CH:7]=1. The yield is 0.650. (4) The yield is 0.170. No catalyst specified. The reactants are [CH3:1][NH:2][CH2:3][CH2:4][C:5]#[C:6][C:7]1[CH:12]=[CH:11][CH:10]=[CH:9][N:8]=1.[CH3:13][C:14]1[C:18]([S:19](Cl)(=[O:21])=[O:20])=[C:17]([CH3:23])[O:16][N:15]=1. The product is [CH3:1][N:2]([CH2:3][CH2:4][C:5]#[C:6][C:7]1[CH:12]=[CH:11][CH:10]=[CH:9][N:8]=1)[S:19]([C:18]1[C:14]([CH3:13])=[N:15][O:16][C:17]=1[CH3:23])(=[O:21])=[O:20]. (5) The reactants are [Mg].BrCCBr.Br[CH:7]([CH3:15])[CH2:8][C:9]1[CH:14]=[CH:13][CH:12]=[CH:11][CH:10]=1.O1CCN=C1.[CH3:21][C:22]1([CH3:39])[CH2:26][O:25][C:24]([C:27]2[CH:32]=[C:31]([O:33][CH3:34])[C:30]([O:35][CH3:36])=[CH:29][C:28]=2OC)=[N:23]1. The catalyst is O1CCCC1.CCCCCC.C(OCC)(=O)C. The product is [CH3:36][O:35][C:30]1[C:31]([O:33][CH3:34])=[CH:32][C:27]([C:24]2[O:25][CH2:26][C:22]([CH3:21])([CH3:39])[N:23]=2)=[C:28]([CH:7]([CH3:15])[CH2:8][C:9]2[CH:14]=[CH:13][CH:12]=[CH:11][CH:10]=2)[CH:29]=1. The yield is 0.410. (6) The product is [NH2:24][CH2:25][CH2:26][NH:27][C:11]([NH:12][C:13]1[CH:18]=[C:17]([Cl:19])[CH:16]=[CH:15][C:14]=1[O:20][CH2:21][C:22]([N:24]1[CH2:29][C@H:28]([CH3:30])[N:27]([CH2:31][C:32]2[CH:33]=[CH:34][C:35]([F:38])=[CH:36][CH:37]=2)[CH2:26][C@H:25]1[CH3:39])=[O:23])=[O:40]. The yield is 0.630. The catalyst is CO. The reactants are [N+](C1C=CC(O[C:11](=[O:40])[NH:12][C:13]2[CH:18]=[C:17]([Cl:19])[CH:16]=[CH:15][C:14]=2[O:20][CH2:21][C:22]([N:24]2[CH2:29][C@H:28]([CH3:30])[N:27]([CH2:31][C:32]3[CH:37]=[CH:36][C:35]([F:38])=[CH:34][CH:33]=3)[CH2:26][C@H:25]2[CH3:39])=[O:23])=CC=1)([O-])=O. (7) The reactants are [CH3:1][O:2][C:3]([CH:5]1[CH2:9][CH2:8][CH2:7][NH:6]1)=[O:4].C(N(CC)CC)C.[F:17][C:18]1[CH:23]=[CH:22][CH:21]=[C:20]([N+:24]([O-:26])=[O:25])[C:19]=1F. The catalyst is C(#N)C. The product is [F:17][C:18]1[CH:23]=[CH:22][CH:21]=[C:20]([N+:24]([O-:26])=[O:25])[C:19]=1[N:6]1[CH2:7][CH2:8][CH2:9][CH:5]1[C:3]([O:2][CH3:1])=[O:4]. The yield is 0.790.